Dataset: Full USPTO retrosynthesis dataset with 1.9M reactions from patents (1976-2016). Task: Predict the reactants needed to synthesize the given product. (1) Given the product [Br:23][CH2:24][C:25]([N:7]1[CH2:6][C@@H:5]2[CH2:1][N:2]([C:9]([O:11][C:12]([CH3:15])([CH3:14])[CH3:13])=[O:10])[CH2:3][C@@H:4]2[CH2:8]1)=[O:26], predict the reactants needed to synthesize it. The reactants are: [CH2:1]1[C@@H:5]2[CH2:6][NH:7][CH2:8][C@@H:4]2[CH2:3][N:2]1[C:9]([O:11][C:12]([CH3:15])([CH3:14])[CH3:13])=[O:10].C(N(CC)CC)C.[Br:23][CH2:24][C:25](Cl)=[O:26]. (2) The reactants are: O.NN.[CH2:4]([O:6][C:7]([C:9]1[CH:18]([C:19]2[CH:24]=[CH:23][CH:22]=[CH:21][C:20]=2[Cl:25])[C:17]2[C:16](=[O:26])[CH2:15][C:14]([CH3:28])([CH3:27])[CH2:13][C:12]=2[NH:11][C:10]=1[CH2:29][O:30][CH2:31][CH2:32][N:33]1C(=O)C2C(=CC=CC=2)C1=O)=[O:8])[CH3:5]. Given the product [CH2:4]([O:6][C:7]([C:9]1[CH:18]([C:19]2[CH:24]=[CH:23][CH:22]=[CH:21][C:20]=2[Cl:25])[C:17]2[C:16](=[O:26])[CH2:15][C:14]([CH3:27])([CH3:28])[CH2:13][C:12]=2[NH:11][C:10]=1[CH2:29][O:30][CH2:31][CH2:32][NH2:33])=[O:8])[CH3:5], predict the reactants needed to synthesize it.